Dataset: NCI-60 drug combinations with 297,098 pairs across 59 cell lines. Task: Regression. Given two drug SMILES strings and cell line genomic features, predict the synergy score measuring deviation from expected non-interaction effect. (1) Drug 1: CC(C1=C(C=CC(=C1Cl)F)Cl)OC2=C(N=CC(=C2)C3=CN(N=C3)C4CCNCC4)N. Drug 2: CC1=C(C=C(C=C1)NC2=NC=CC(=N2)N(C)C3=CC4=NN(C(=C4C=C3)C)C)S(=O)(=O)N.Cl. Cell line: BT-549. Synergy scores: CSS=1.00, Synergy_ZIP=3.68, Synergy_Bliss=5.97, Synergy_Loewe=1.60, Synergy_HSA=1.31. (2) Drug 1: C1C(C(OC1N2C=NC3=C(N=C(N=C32)Cl)N)CO)O. Drug 2: CC1CCC2CC(C(=CC=CC=CC(CC(C(=O)C(C(C(=CC(C(=O)CC(OC(=O)C3CCCCN3C(=O)C(=O)C1(O2)O)C(C)CC4CCC(C(C4)OC)O)C)C)O)OC)C)C)C)OC. Cell line: COLO 205. Synergy scores: CSS=32.5, Synergy_ZIP=-0.393, Synergy_Bliss=-3.42, Synergy_Loewe=-9.30, Synergy_HSA=-4.51. (3) Drug 1: CC1C(C(=O)NC(C(=O)N2CCCC2C(=O)N(CC(=O)N(C(C(=O)O1)C(C)C)C)C)C(C)C)NC(=O)C3=C4C(=C(C=C3)C)OC5=C(C(=O)C(=C(C5=N4)C(=O)NC6C(OC(=O)C(N(C(=O)CN(C(=O)C7CCCN7C(=O)C(NC6=O)C(C)C)C)C)C(C)C)C)N)C. Drug 2: CC1=C(C=C(C=C1)C(=O)NC2=CC(=CC(=C2)C(F)(F)F)N3C=C(N=C3)C)NC4=NC=CC(=N4)C5=CN=CC=C5. Cell line: MCF7. Synergy scores: CSS=2.68, Synergy_ZIP=2.18, Synergy_Bliss=6.04, Synergy_Loewe=1.79, Synergy_HSA=1.15. (4) Drug 1: CN1C(=O)N2C=NC(=C2N=N1)C(=O)N. Drug 2: C1CNP(=O)(OC1)N(CCCl)CCCl. Cell line: NCIH23. Synergy scores: CSS=-3.81, Synergy_ZIP=0.749, Synergy_Bliss=-1.14, Synergy_Loewe=-6.07, Synergy_HSA=-5.67. (5) Synergy scores: CSS=2.86, Synergy_ZIP=-5.35, Synergy_Bliss=-8.43, Synergy_Loewe=-15.7, Synergy_HSA=-9.92. Cell line: HCT116. Drug 2: C1=C(C(=O)NC(=O)N1)N(CCCl)CCCl. Drug 1: CCCS(=O)(=O)NC1=C(C(=C(C=C1)F)C(=O)C2=CNC3=C2C=C(C=N3)C4=CC=C(C=C4)Cl)F. (6) Cell line: MCF7. Drug 2: CCC(=C(C1=CC=CC=C1)C2=CC=C(C=C2)OCCN(C)C)C3=CC=CC=C3.C(C(=O)O)C(CC(=O)O)(C(=O)O)O. Synergy scores: CSS=49.5, Synergy_ZIP=14.2, Synergy_Bliss=13.6, Synergy_Loewe=4.62, Synergy_HSA=15.8. Drug 1: CCC1=CC2CC(C3=C(CN(C2)C1)C4=CC=CC=C4N3)(C5=C(C=C6C(=C5)C78CCN9C7C(C=CC9)(C(C(C8N6C)(C(=O)OC)O)OC(=O)C)CC)OC)C(=O)OC.C(C(C(=O)O)O)(C(=O)O)O. (7) Drug 1: CC12CCC(CC1=CCC3C2CCC4(C3CC=C4C5=CN=CC=C5)C)O. Drug 2: CC1=C(C=C(C=C1)C(=O)NC2=CC(=CC(=C2)C(F)(F)F)N3C=C(N=C3)C)NC4=NC=CC(=N4)C5=CN=CC=C5. Cell line: T-47D. Synergy scores: CSS=7.31, Synergy_ZIP=-1.83, Synergy_Bliss=1.62, Synergy_Loewe=-1.75, Synergy_HSA=0.790. (8) Drug 1: C1CCC(CC1)NC(=O)N(CCCl)N=O. Drug 2: CN(CCCl)CCCl.Cl. Cell line: HOP-92. Synergy scores: CSS=27.4, Synergy_ZIP=-11.5, Synergy_Bliss=-3.66, Synergy_Loewe=-2.49, Synergy_HSA=0.0375.